Dataset: Reaction yield outcomes from USPTO patents with 853,638 reactions. Task: Predict the reaction yield, written as a fraction of the theoretical maximum amount of product (1.0 means a 100% yield; for example, 0.34 means a 34% yield). (1) The reactants are [CH3:1][C:2]1[NH:7][C:6](=[O:8])[NH:5][CH:4]([C:9]2[CH:14]=[CH:13][CH:12]=[CH:11][CH:10]=2)[C:3]=1[C:15]([O:17]CC1C=CC=CC=1)=[O:16]. The catalyst is CO.[Pd]. The product is [CH3:1][C:2]1[NH:7][C:6](=[O:8])[NH:5][CH:4]([C:9]2[CH:14]=[CH:13][CH:12]=[CH:11][CH:10]=2)[C:3]=1[C:15]([OH:17])=[O:16]. The yield is 0.790. (2) The reactants are FC(F)(F)S(O[C:7]1[CH:12]=[C:11]([CH3:13])[C:10]([C:14](=[O:16])[CH3:15])=[C:9]([CH3:17])[CH:8]=1)(=O)=O.[F-].[K+].[C:22]1(B(O)O)[CH:27]=[CH:26][CH:25]=[CH:24][CH:23]=1. The catalyst is C1COCC1.CC([O-])=O.CC([O-])=O.[Pd+2].C1(P(C2CCCCC2)C2CCCCC2)CCCCC1. The product is [CH3:17][C:9]1[CH:8]=[C:7]([C:22]2[CH:27]=[CH:26][CH:25]=[CH:24][CH:23]=2)[CH:12]=[C:11]([CH3:13])[C:10]=1[C:14](=[O:16])[CH3:15]. The yield is 0.900.